Dataset: Catalyst prediction with 721,799 reactions and 888 catalyst types from USPTO. Task: Predict which catalyst facilitates the given reaction. (1) Reactant: [Cl:1][C:2]1[CH:30]=[CH:29][C:5]([CH2:6][N:7]2[CH2:12][CH2:11][CH:10]([NH:13][CH2:14][C@@:15]([OH:28])([CH3:27])[CH2:16][O:17][C:18]3[CH:23]=[CH:22][CH:21]=[CH:20][C:19]=3[CH2:24][C:25]#[N:26])[CH2:9][CH2:8]2)=[CH:4][CH:3]=1.[N-:31]=[N+:32]=[N-:33].[Na+].[NH4+].[Cl-].C(#N)C.[C:40]([OH:46])([C:42]([F:45])([F:44])[F:43])=[O:41]. Product: [F:43][C:42]([F:45])([F:44])[C:40]([OH:46])=[O:41].[F:43][C:42]([F:45])([F:44])[C:40]([OH:46])=[O:41].[Cl:1][C:2]1[CH:3]=[CH:4][C:5]([CH2:6][N:7]2[CH2:12][CH2:11][CH:10]([NH:13][CH2:14][C@:15]([CH3:27])([OH:28])[CH2:16][O:17][C:18]3[CH:23]=[CH:22][CH:21]=[CH:20][C:19]=3[CH2:24][C:25]3[NH:33][N:32]=[N:31][N:26]=3)[CH2:9][CH2:8]2)=[CH:29][CH:30]=1. The catalyst class is: 18. (2) Reactant: Cl[C:2]1[CH:3]=[CH:4][C:5]2[O:14][CH2:13][CH2:12][C:11]3[CH:10]=[C:9]([C:15]4[N:16]([C:20]5[CH:25]=[CH:24][C:23]([F:26])=[CH:22][C:21]=5[F:27])[N:17]=[CH:18][N:19]=4)[S:8][C:7]=3[C:6]=2[N:28]=1.[CH:29]([NH2:32])([CH3:31])[CH3:30].CC(C1C=C(C(C)C)C(C2C=CC=CC=2P(C2CCCCC2)C2CCCCC2)=C(C(C)C)C=1)C.CC(C)([O-])C. Product: [F:27][C:21]1[CH:22]=[C:23]([F:26])[CH:24]=[CH:25][C:20]=1[N:16]1[C:15]([C:9]2[S:8][C:7]3[C:6]4[N:28]=[C:2]([NH:32][CH:29]([CH3:31])[CH3:30])[CH:3]=[CH:4][C:5]=4[O:14][CH2:13][CH2:12][C:11]=3[CH:10]=2)=[N:19][CH:18]=[N:17]1. The catalyst class is: 231. (3) Reactant: [OH:1][C:2]1[C:11]([N+:12]([O-])=O)=[CH:10][C:5]([C:6]([O:8][CH3:9])=[O:7])=[CH:4][C:3]=1[I:15].[Sn](Cl)Cl. Product: [NH2:12][C:11]1[CH:10]=[C:5]([CH:4]=[C:3]([I:15])[C:2]=1[OH:1])[C:6]([O:8][CH3:9])=[O:7]. The catalyst class is: 8. (4) Reactant: C(OC([N:8]([C:16]1[C:21]([F:22])=[CH:20][CH:19]=[C:18]([OH:23])[C:17]=1[CH3:24])C(=O)OC(C)(C)C)=O)(C)(C)C.C(O)(C(F)(F)F)=O. Product: [NH2:8][C:16]1[C:17]([CH3:24])=[C:18]([OH:23])[CH:19]=[CH:20][C:21]=1[F:22]. The catalyst class is: 2.